This data is from Full USPTO retrosynthesis dataset with 1.9M reactions from patents (1976-2016). The task is: Predict the reactants needed to synthesize the given product. (1) Given the product [Cl:41][C:38]1[CH:39]=[CH:40][C:35]([C@H:17]([NH:16][C:2]2[C:3]3[N:11]=[CH:10][CH:9]=[C:8]([C:12]([NH2:14])=[O:13])[C:4]=3[N:5]=[CH:6][N:7]=2)[CH2:18][NH:19][CH:32]([CH3:33])[CH3:34])=[CH:36][C:37]=1[F:42], predict the reactants needed to synthesize it. The reactants are: O[C:2]1[C:3]2[N:11]=[CH:10][CH:9]=[C:8]([C:12]([NH2:14])=[O:13])[C:4]=2[N:5]=[CH:6][N:7]=1.Cl.[NH2:16][C@@H:17]([C:35]1[CH:40]=[CH:39][C:38]([Cl:41])=[C:37]([F:42])[CH:36]=1)[CH2:18][N:19]([CH:32]([CH3:34])[CH3:33])S(C1C=CC([N+]([O-])=O)=CC=1)(=O)=O. (2) Given the product [CH3:1][S:2]([N:5]1[CH2:6][CH2:7][CH:8]([NH2:11])[CH2:9][CH2:10]1)(=[O:4])=[O:3], predict the reactants needed to synthesize it. The reactants are: [CH3:1][S:2]([N:5]1[CH2:10][CH2:9][CH:8]([NH:11]C(=O)OC(C)(C)C)[CH2:7][CH2:6]1)(=[O:4])=[O:3].C(O)(C(F)(F)F)=O. (3) Given the product [N:1]([C@@H:20]1[CH2:16][CH2:17][N:18]([C:21]([C:23]2[CH:31]=[C:30]3[C:26]([C:27]([S:45]([CH3:47])=[O:46])=[CH:28][N:29]3[C:32]3[N:37]=[CH:36][C:35]([C:38]4[CH:43]=[CH:42][CH:41]=[CH:40][C:39]=4[F:44])=[CH:34][N:33]=3)=[CH:25][CH:24]=2)=[O:22])[CH2:19]1)=[N+:2]=[N-:3], predict the reactants needed to synthesize it. The reactants are: [N-:1]=[N+:2]=[N-:3].[Na+].CC1C=CC(S(O[C@H:16]2[CH2:20][CH2:19][N:18]([C:21]([C:23]3[CH:31]=[C:30]4[C:26]([C:27]([S:45]([CH3:47])=[O:46])=[CH:28][N:29]4[C:32]4[N:37]=[CH:36][C:35]([C:38]5[CH:43]=[CH:42][CH:41]=[CH:40][C:39]=5[F:44])=[CH:34][N:33]=4)=[CH:25][CH:24]=3)=[O:22])[CH2:17]2)(=O)=O)=CC=1. (4) Given the product [Cl:1][C:2]1[CH:7]=[CH:6][C:5]([C:8](=[O:20])[NH:9][CH:10]([C:14]2[CH:15]=[CH:16][CH:17]=[CH:18][CH:19]=2)[CH2:11][CH2:12][OH:13])=[CH:4][C:3]=1[NH:21][C:22]([C:24]1[C:47](=[O:48])[NH:46][C:27]2[N:28]=[C:29]([N:32]3[CH2:33][C@H:54]4[O:57][C@H:36]([CH2:35][CH2:53]4)[CH2:37]3)[N:30]=[CH:31][C:26]=2[CH:25]=1)=[O:23], predict the reactants needed to synthesize it. The reactants are: [Cl:1][C:2]1[CH:7]=[CH:6][C:5]([C:8](=[O:20])[NH:9][CH:10]([C:14]2[CH:19]=[CH:18][CH:17]=[CH:16][CH:15]=2)[CH2:11][CH2:12][OH:13])=[CH:4][C:3]=1[NH:21][C:22]([C:24]1[C:47](=[O:48])[NH:46][C:27]2[N:28]=[C:29]([N:32]3[CH2:37][CH2:36][CH:35](NC(=O)OC(C)(C)C)C[CH2:33]3)[N:30]=[CH:31][C:26]=2[CH:25]=1)=[O:23].Cl.[C@@H]12[O:57][C@@H:54](CC1)[CH2:53]NC2.C(N(CC)CC)C. (5) Given the product [CH3:17][O:18][NH:19][C:20]([C:22]1[C:23](=[O:45])[C:24]2[CH:29]=[N:28][C:27]([NH:16][C:13]3[CH:12]=[CH:11][C:10]([CH2:9][CH2:8][S:5](=[O:7])(=[O:6])[NH:4][C:1](=[O:3])[CH3:2])=[CH:15][CH:14]=3)=[N:26][C:25]=2[N:34]([C:36]2[CH:37]=[C:38]3[C:42](=[CH:43][CH:44]=2)[CH2:41][CH2:40][CH2:39]3)[CH:35]=1)=[O:21], predict the reactants needed to synthesize it. The reactants are: [C:1]([NH:4][S:5]([CH2:8][CH2:9][C:10]1[CH:15]=[CH:14][C:13]([NH2:16])=[CH:12][CH:11]=1)(=[O:7])=[O:6])(=[O:3])[CH3:2].[CH3:17][O:18][NH:19][C:20]([C:22]1[C:23](=[O:45])[C:24]2[CH:29]=[N:28][C:27](S(C)(=O)=O)=[N:26][C:25]=2[N:34]([C:36]2[CH:37]=[C:38]3[C:42](=[CH:43][CH:44]=2)[CH2:41][CH2:40][CH2:39]3)[CH:35]=1)=[O:21]. (6) Given the product [I:10][C:11]1[CH:12]=[C:13]([CH:17]=[CH:18][C:19]=1[CH3:20])[C:14]([NH:53][C:52]1[CH:54]=[CH:55][C:49]([O:48][C:47]([F:46])([F:56])[F:57])=[CH:50][CH:51]=1)=[O:16], predict the reactants needed to synthesize it. The reactants are: CCN(C(C)C)C(C)C.[I:10][C:11]1[CH:12]=[C:13]([CH:17]=[CH:18][C:19]=1[CH3:20])[C:14]([OH:16])=O.CN(C(ON1N=NC2C=CC(Cl)=CC1=2)=[N+](C)C)C.F[P-](F)(F)(F)(F)F.[F:46][C:47]([F:57])([F:56])[O:48][C:49]1[CH:55]=[CH:54][C:52]([NH2:53])=[CH:51][CH:50]=1. (7) The reactants are: C[O:2][C:3](=[O:17])[CH2:4][C@@H:5]1[CH2:9][CH2:8][CH2:7][N:6]1[C:10]([O:12][C:13]([CH3:16])([CH3:15])[CH3:14])=[O:11].[OH-].[Na+]. Given the product [C:13]([O:12][C:10]([N:6]1[CH2:7][CH2:8][CH2:9][C@H:5]1[CH2:4][C:3]([OH:17])=[O:2])=[O:11])([CH3:16])([CH3:14])[CH3:15], predict the reactants needed to synthesize it. (8) Given the product [CH3:1][N:5]([CH3:4])[CH:8]1[CH2:12][CH2:11][N:10]([CH2:13][C:14]2[CH:19]=[CH:18][C:17]([CH2:20][CH2:21][NH:22][C:23]([C:25]3[CH:30]=[CH:29][C:28]([C:31]4[CH:36]=[CH:35][C:34]([Cl:37])=[CH:33][CH:32]=4)=[CH:27][CH:26]=3)=[O:24])=[CH:16][CH:15]=2)[CH2:9]1, predict the reactants needed to synthesize it. The reactants are: [CH2:1]=O.[BH3-][C:4]#[N:5].[Na+].N[CH:8]1[CH2:12][CH2:11][N:10]([CH2:13][C:14]2[CH:19]=[CH:18][C:17]([CH2:20][CH2:21][NH:22][C:23]([C:25]3[CH:30]=[CH:29][C:28]([C:31]4[CH:36]=[CH:35][C:34]([Cl:37])=[CH:33][CH:32]=4)=[CH:27][CH:26]=3)=[O:24])=[CH:16][CH:15]=2)[CH2:9]1.[OH-].[Na+]. (9) Given the product [CH2:6]([O:5][CH2:1][CH:2]([OH:4])[CH2:3][NH:30][C:19]([CH3:29])([CH3:18])[CH2:20][C:21]1[CH:26]=[CH:25][C:24]([O:27][CH3:28])=[CH:23][CH:22]=1)[CH2:7][CH2:8][CH2:9][CH2:10][CH2:11][CH2:12][CH2:13][CH2:14][CH2:15][CH2:16][CH3:17], predict the reactants needed to synthesize it. The reactants are: [CH2:1]([O:5][CH2:6][CH2:7][CH2:8][CH2:9][CH2:10][CH2:11][CH2:12][CH2:13][CH2:14][CH2:15][CH2:16][CH3:17])[CH:2]1[O:4][CH2:3]1.[CH3:18][C:19]([NH2:30])([CH3:29])[CH2:20][C:21]1[CH:26]=[CH:25][C:24]([O:27][CH3:28])=[CH:23][CH:22]=1. (10) The reactants are: [Cl:1][C:2]1[CH:3]=[CH:4][C:5]2[O:10][CH2:9][C:8](=[O:11])[O:7][C:6]=2[CH:12]=1.[F:13][C:14]1[CH:28]=[CH:27][C:17]([CH2:18][N:19]2[CH2:24][C@H:23]([CH3:25])[NH:22][CH2:21][C@H:20]2[CH3:26])=[CH:16][CH:15]=1. Given the product [Cl:1][C:2]1[CH:3]=[CH:4][C:5]([O:10][CH2:9][C:8]([N:22]2[CH2:21][C@H:20]([CH3:26])[N:19]([CH2:18][C:17]3[CH:27]=[CH:28][C:14]([F:13])=[CH:15][CH:16]=3)[CH2:24][C@H:23]2[CH3:25])=[O:11])=[C:6]([OH:7])[CH:12]=1, predict the reactants needed to synthesize it.